Predict the reactants needed to synthesize the given product. From a dataset of Full USPTO retrosynthesis dataset with 1.9M reactions from patents (1976-2016). (1) Given the product [NH2:13][C:14]1[N:15]=[C:16]([N:25]2[CH2:26][CH2:27][N:28]([C:31](=[O:41])[CH2:32][O:33][C:34]3[CH:39]=[CH:38][C:37]([Cl:40])=[CH:36][CH:35]=3)[CH2:29][CH2:30]2)[C:17]2[N:23]=[C:22]([C:7]3[CH:8]=[CH:9][C:4]([CH2:3][NH2:2])=[CH:5][CH:6]=3)[CH:21]=[CH:20][C:18]=2[N:19]=1, predict the reactants needed to synthesize it. The reactants are: Cl.[NH2:2][CH2:3][C:4]1[CH:9]=[CH:8][C:7](B(O)O)=[CH:6][CH:5]=1.[NH2:13][C:14]1[N:15]=[C:16]([N:25]2[CH2:30][CH2:29][N:28]([C:31](=[O:41])[CH2:32][O:33][C:34]3[CH:39]=[CH:38][C:37]([Cl:40])=[CH:36][CH:35]=3)[CH2:27][CH2:26]2)[C:17]2[N:23]=[C:22](Cl)[CH:21]=[CH:20][C:18]=2[N:19]=1.B(O)O. (2) Given the product [F:14][C:13]([F:16])([F:15])[C:4]1[CH:5]=[C:6]([C:9]([F:12])([F:11])[F:10])[CH:7]=[CH:8][C:3]=1[CH2:2][O:17][C:18]1[CH:19]=[C:20]([CH:23]=[CH:24][C:25]=1[O:26][CH3:27])[CH:21]=[O:22], predict the reactants needed to synthesize it. The reactants are: Br[CH2:2][C:3]1[CH:8]=[CH:7][C:6]([C:9]([F:12])([F:11])[F:10])=[CH:5][C:4]=1[C:13]([F:16])([F:15])[F:14].[OH:17][C:18]1[CH:19]=[C:20]([CH:23]=[CH:24][C:25]=1[O:26][CH3:27])[CH:21]=[O:22].C(=O)([O-])[O-].[K+].[K+].O. (3) The reactants are: F[C:2]1[CH:7]=[CH:6][C:5]([N+:8]([O-:10])=[O:9])=[CH:4][CH:3]=1.[O:11]1[CH2:16][CH2:15][NH:14][S:13](=[O:18])(=[O:17])[CH2:12]1.C([O-])([O-])=O.[Cs+].[Cs+].O. Given the product [N+:8]([C:5]1[CH:6]=[CH:7][C:2]([N:14]2[CH2:15][CH2:16][O:11][CH2:12][S:13]2(=[O:18])=[O:17])=[CH:3][CH:4]=1)([O-:10])=[O:9], predict the reactants needed to synthesize it.